Task: Predict the reactants needed to synthesize the given product.. Dataset: Full USPTO retrosynthesis dataset with 1.9M reactions from patents (1976-2016) (1) Given the product [NH2:17][C:3]1[C:2]([CH3:12])([CH3:1])[O:6][CH2:5][C:4]=1[C:7]([O:9][CH3:10])=[O:8], predict the reactants needed to synthesize it. The reactants are: [CH3:1][C:2]1([CH3:12])[O:6][CH2:5][CH:4]([C:7]([O:9][CH3:10])=[O:8])[C:3]1=O.C([O-])(=O)C.[NH4+:17]. (2) Given the product [CH3:1][C:2]([CH3:9])([CH3:8])[CH2:3][CH2:4][CH2:5][C:6]1([NH2:7])[CH2:11][CH2:10]1, predict the reactants needed to synthesize it. The reactants are: [CH3:1][C:2]([CH3:9])([CH3:8])[CH2:3][CH2:4][CH2:5][C:6]#[N:7].[CH2:10]([Mg]Br)[CH3:11].B(F)(F)F.CCOCC.Cl.[OH-].[Na+]. (3) Given the product [OH:19][C:15]1[CH:14]=[C:13]([C:8]2[CH:9]=[C:10]3[C:5](=[CH:6][CH:7]=2)[CH:4]=[C:3]([OH:2])[CH:12]=[CH:11]3)[CH:18]=[CH:17][CH:16]=1, predict the reactants needed to synthesize it. The reactants are: C[O:2][C:3]1[CH:12]=[CH:11][C:10]2[C:5](=[CH:6][CH:7]=[C:8]([C:13]3[CH:18]=[CH:17][CH:16]=[C:15]([O:19]C)[CH:14]=3)[CH:9]=2)[CH:4]=1.Cl.[NH+]1C=CC=CC=1. (4) Given the product [CH3:1][C:2]1[C:3]([CH2:9][N:10]([CH2:16][C:17]2[C:22]([CH:23]([CH3:25])[CH3:24])=[CH:21][CH:20]=[CH:19][N:18]=2)[CH2:11][CH2:12][CH2:13][CH2:14][N:15]2[CH2:27][CH2:28][NH:29][C:30]2=[O:31])=[N:4][CH:5]=[C:6]([CH3:8])[CH:7]=1, predict the reactants needed to synthesize it. The reactants are: [CH3:1][C:2]1[C:3]([CH2:9][N:10]([CH2:16][C:17]2[C:22]([CH:23]([CH3:25])[CH3:24])=[CH:21][CH:20]=[CH:19][N:18]=2)[CH2:11][CH2:12][CH2:13][CH2:14][NH2:15])=[N:4][CH:5]=[C:6]([CH3:8])[CH:7]=1.Cl[CH2:27][CH2:28][N:29]=[C:30]=[O:31].[H-].[Na+].